From a dataset of Reaction yield outcomes from USPTO patents with 853,638 reactions. Predict the reaction yield, written as a fraction of the theoretical maximum amount of product (1.0 means a 100% yield; for example, 0.34 means a 34% yield). (1) The reactants are Br[C:2]1[CH:3]=[C:4]([C:9]2[C:10]([C:22]3[CH:27]=[CH:26][CH:25]=[CH:24][N:23]=3)=[N:11][N:12]([CH2:14][O:15][CH2:16][CH2:17][Si:18]([CH3:21])([CH3:20])[CH3:19])[CH:13]=2)[CH:5]=[CH:6][C:7]=1[F:8].[CH3:28][N:29]1[CH:33]=[C:32](B2OC(C)(C)C(C)(C)O2)[CH:31]=[N:30]1. No catalyst specified. The product is [F:8][C:7]1[CH:6]=[CH:5][C:4]([C:9]2[C:10]([C:22]3[CH:27]=[CH:26][CH:25]=[CH:24][N:23]=3)=[N:11][N:12]([CH2:14][O:15][CH2:16][CH2:17][Si:18]([CH3:21])([CH3:20])[CH3:19])[CH:13]=2)=[CH:3][C:2]=1[C:32]1[CH:31]=[N:30][N:29]([CH3:28])[CH:33]=1. The yield is 0.680. (2) The reactants are [O:1]=[C:2]1[O:6][N:5]=[C:4]([C:7]2[CH:12]=[CH:11][CH:10]=[CH:9][C:8]=2[C:13]2[CH:18]=[CH:17][C:16]([CH2:19][C:20]3[C:21](=[O:43])[N:22]([C@H:32]4[CH2:37][CH2:36][C@H:35]([O:38][CH2:39][C:40](=O)[CH3:41])[CH2:34][CH2:33]4)[C:23]4[N:24]([N:29]=[CH:30][N:31]=4)[C:25]=3[CH2:26][CH2:27][CH3:28])=[CH:15][CH:14]=2)[NH:3]1.Cl.[NH2:45][O:46][CH3:47].N1C=CC=CC=1.Cl. The catalyst is O.C(OCC)(=O)C. The product is [CH3:47][O:46]/[N:45]=[C:40](\[CH3:41])/[CH2:39][O:38][C@H:35]1[CH2:34][CH2:33][C@H:32]([N:22]2[C:21](=[O:43])[C:20]([CH2:19][C:16]3[CH:17]=[CH:18][C:13]([C:8]4[CH:9]=[CH:10][CH:11]=[CH:12][C:7]=4[C:4]4[NH:3][C:2](=[O:1])[O:6][N:5]=4)=[CH:14][CH:15]=3)=[C:25]([CH2:26][CH2:27][CH3:28])[N:24]3[N:29]=[CH:30][N:31]=[C:23]23)[CH2:37][CH2:36]1. The yield is 0.700. (3) The reactants are CC1(C)[O:6][C@H:5]([CH2:7][N:8]2[CH:12]=[CH:11][C:10]([NH:13][C:14](=[O:34])[C@@H:15]([N:20]3[CH2:24][C:23]([O:25][C:26]4[CH:31]=[CH:30][CH:29]=[CH:28][C:27]=4[Cl:32])=[CH:22][C:21]3=[O:33])[CH2:16][CH:17]([CH3:19])[CH3:18])=[N:9]2)[CH2:4][O:3]1.Cl.O. The catalyst is CC(O)C. The product is [OH:6][C@@H:5]([CH2:4][OH:3])[CH2:7][N:8]1[CH:12]=[CH:11][C:10]([NH:13][C:14](=[O:34])[C@@H:15]([N:20]2[CH2:24][C:23]([O:25][C:26]3[CH:31]=[CH:30][CH:29]=[CH:28][C:27]=3[Cl:32])=[CH:22][C:21]2=[O:33])[CH2:16][CH:17]([CH3:19])[CH3:18])=[N:9]1. The yield is 0.967.